From a dataset of Forward reaction prediction with 1.9M reactions from USPTO patents (1976-2016). Predict the product of the given reaction. Given the reactants [Br:1][C:2]1[C:3]([N:17]2[CH2:22][CH2:21][CH2:20][C@@H:19]([NH:23]C(=O)OC(C)(C)C)[CH2:18]2)=[C:4]2[C:10]([NH:11][C:12](=[O:16])[CH2:13][CH2:14][CH3:15])=[CH:9][NH:8][C:5]2=[N:6][CH:7]=1, predict the reaction product. The product is: [NH2:23][C@@H:19]1[CH2:20][CH2:21][CH2:22][N:17]([C:3]2[C:2]([Br:1])=[CH:7][N:6]=[C:5]3[NH:8][CH:9]=[C:10]([NH:11][C:12](=[O:16])[CH2:13][CH2:14][CH3:15])[C:4]=23)[CH2:18]1.